Dataset: Reaction yield outcomes from USPTO patents with 853,638 reactions. Task: Predict the reaction yield, written as a fraction of the theoretical maximum amount of product (1.0 means a 100% yield; for example, 0.34 means a 34% yield). (1) The reactants are CO[C:3]1([O:10]C)[CH:8]=[CH:7][C:6](=[O:9])[CH:5]=[CH:4]1.[C:12]1([S:18]([N:21]2[C:29]3[C:24](=[CH:25][C:26]([F:30])=[CH:27][CH:28]=3)[CH:23]=[CH:22]2)(=[O:20])=[O:19])[CH:17]=[CH:16][CH:15]=[CH:14][CH:13]=1. No catalyst specified. The product is [C:12]1([S:18]([N:21]2[C:29]3[C:24](=[CH:25][C:26]([F:30])=[CH:27][CH:28]=3)[CH:23]=[C:22]2[C:3]2([OH:10])[CH:4]=[CH:5][C:6](=[O:9])[CH:7]=[CH:8]2)(=[O:20])=[O:19])[CH:13]=[CH:14][CH:15]=[CH:16][CH:17]=1. The yield is 0.210. (2) The reactants are [C:1]([Si:5]([CH3:31])([CH3:30])[O:6][CH2:7][CH2:8][C:9]1([C:28]#N)[CH2:14][CH2:13][N:12]([C:15]2[S:16][C:17]3[CH:23]=[C:22]([C:24]([F:27])([F:26])[F:25])[CH:21]=[CH:20][C:18]=3[N:19]=2)[CH2:11][CH2:10]1)([CH3:4])([CH3:3])[CH3:2].[H-].C([Al+]CC(C)C)C(C)C.C(O)(=O)CC(CC(O)=O)(C(O)=O)[OH:45]. The catalyst is COCCOC. The product is [C:1]([Si:5]([CH3:30])([CH3:31])[O:6][CH2:7][CH2:8][C:9]1([CH:28]=[O:45])[CH2:14][CH2:13][N:12]([C:15]2[S:16][C:17]3[CH:23]=[C:22]([C:24]([F:26])([F:25])[F:27])[CH:21]=[CH:20][C:18]=3[N:19]=2)[CH2:11][CH2:10]1)([CH3:3])([CH3:2])[CH3:4]. The yield is 0.870. (3) The reactants are [CH3:1][C:2]1[CH:7]=[CH:6][C:5]([S:8]([NH:11][CH:12]2[CH2:15][CH:14]([O:16][C:17]3[C:22]([CH:23]4[CH2:28][CH2:27][N:26](C(OC(C)(C)C)=O)[CH2:25][CH2:24]4)=[CH:21][CH:20]=[CH:19][N:18]=3)[CH2:13]2)(=[O:10])=[O:9])=[CH:4][CH:3]=1.[ClH:36]. The catalyst is CO. The product is [ClH:36].[CH3:1][C:2]1[CH:7]=[CH:6][C:5]([S:8]([NH:11][CH:12]2[CH2:13][CH:14]([O:16][C:17]3[C:22]([CH:23]4[CH2:28][CH2:27][NH:26][CH2:25][CH2:24]4)=[CH:21][CH:20]=[CH:19][N:18]=3)[CH2:15]2)(=[O:10])=[O:9])=[CH:4][CH:3]=1. The yield is 0.950. (4) The reactants are C([O:8][C:9]1[CH:14]=[CH:13][C:12]([N:15]2[CH2:20][CH2:19][O:18][CH:17]([C:21]3[CH:26]=[CH:25][CH:24]=[CH:23][CH:22]=3)[CH2:16]2)=[CH:11][CH:10]=1)C1C=CC=CC=1. The catalyst is CO.[Pd]. The product is [C:21]1([CH:17]2[O:18][CH2:19][CH2:20][N:15]([C:12]3[CH:11]=[CH:10][C:9]([OH:8])=[CH:14][CH:13]=3)[CH2:16]2)[CH:22]=[CH:23][CH:24]=[CH:25][CH:26]=1. The yield is 0.990. (5) The reactants are Br[C:2]1[CH:23]=[CH:22][C:5]2[C:6]3[N:10]([CH2:11][CH2:12][O:13][C:4]=2[CH:3]=1)[CH:9]=[C:8]([C:14]1[N:15]([CH:19]([CH3:21])[CH3:20])[N:16]=[CH:17][N:18]=1)[N:7]=3.C([O-])(=O)C.[K+].O1CCCCC1[O:35][CH2:36][CH2:37][N:38]1[CH:42]=[C:41](B2OC(C)(C)C(C)(C)O2)[CH:40]=[N:39]1.Cl. The catalyst is CC#N.CCOC(C)=O.O.C(Cl)Cl.O1CCOCC1.[Pd].C1(P(C2C=CC=CC=2)C2C=CC=CC=2)C=CC=CC=1.C1(P(C2C=CC=CC=2)C2C=CC=CC=2)C=CC=CC=1.C1(P(C2C=CC=CC=2)C2C=CC=CC=2)C=CC=CC=1.C1(P(C2C=CC=CC=2)C2C=CC=CC=2)C=CC=CC=1. The product is [CH:19]([N:15]1[C:14]([C:8]2[N:7]=[C:6]3[C:5]4[CH:22]=[CH:23][C:2]([C:41]5[CH:40]=[N:39][N:38]([CH2:37][CH2:36][OH:35])[CH:42]=5)=[CH:3][C:4]=4[O:13][CH2:12][CH2:11][N:10]3[CH:9]=2)=[N:18][CH:17]=[N:16]1)([CH3:21])[CH3:20]. The yield is 0.740.